From a dataset of Forward reaction prediction with 1.9M reactions from USPTO patents (1976-2016). Predict the product of the given reaction. (1) Given the reactants [NH2:1][C:2]1[CH:3]=[C:4]([OH:9])[CH:5]=[CH:6][C:7]=1[F:8].C(S[C:15](=[O:31])[CH:16]([CH2:20][C:21]1[CH:26]=[CH:25][C:24]([S:27]([CH3:30])(=[O:29])=[O:28])=[CH:23][CH:22]=1)[C:17](=[O:19])[CH3:18])(C)(C)C, predict the reaction product. The product is: [F:8][C:7]1[CH:6]=[CH:5][C:4]([OH:9])=[CH:3][C:2]=1[NH:1][C:15](=[O:31])[CH:16]([CH2:20][C:21]1[CH:26]=[CH:25][C:24]([S:27]([CH3:30])(=[O:28])=[O:29])=[CH:23][CH:22]=1)[C:17](=[O:19])[CH3:18]. (2) Given the reactants [CH3:1][N:2]([CH3:32])[C:3]([C:5]1[N:26]([CH:27]2[CH2:31][CH2:30][CH2:29][CH2:28]2)[C:8]2[N:9]=[C:10]([NH:13][C:14]3[CH:19]=[CH:18][C:17]([N:20]4[CH2:25][CH2:24][NH:23][CH2:22][CH2:21]4)=[CH:16][N:15]=3)[N:11]=[CH:12][C:7]=2[CH:6]=1)=[O:4].[CH3:33][O:34][C:35](=[O:39])[CH:36](Br)[CH3:37], predict the reaction product. The product is: [CH3:33][O:34][C:35](=[O:39])[CH:36]([N:23]1[CH2:22][CH2:21][N:20]([C:17]2[CH:16]=[N:15][C:14]([NH:13][C:10]3[N:11]=[CH:12][C:7]4[CH:6]=[C:5]([C:3](=[O:4])[N:2]([CH3:32])[CH3:1])[N:26]([CH:27]5[CH2:31][CH2:30][CH2:29][CH2:28]5)[C:8]=4[N:9]=3)=[CH:19][CH:18]=2)[CH2:25][CH2:24]1)[CH3:37]. (3) The product is: [C:1]([C:5]1[C:29]([CH3:30])=[C:8]2[N:9]=[C:10]([CH3:28])[C:11]([CH:20]([CH2:25][CH2:26][CH3:27])[C:21]([OH:23])=[O:22])=[C:12]([C:13]3[CH:18]=[CH:17][C:16]([CH3:19])=[CH:15][CH:14]=3)[N:7]2[N:6]=1)([CH3:2])([CH3:4])[CH3:3]. Given the reactants [C:1]([C:5]1[C:29]([CH3:30])=[C:8]2[N:9]=[C:10]([CH3:28])[C:11]([CH:20]([CH2:25][CH2:26][CH3:27])[C:21]([O:23]C)=[O:22])=[C:12]([C:13]3[CH:18]=[CH:17][C:16]([CH3:19])=[CH:15][CH:14]=3)[N:7]2[N:6]=1)([CH3:4])([CH3:3])[CH3:2].[OH-].[Na+], predict the reaction product. (4) Given the reactants Br[C:2]1[N:3]([CH2:27][CH3:28])[C:4]2[C:9](=[O:10])[N:8]([C:11]3[CH:16]=[C:15]([CH3:17])[C:14](=[O:18])[N:13]([CH3:19])[CH:12]=3)[CH:7]([C:20]3[CH:25]=[CH:24][C:23]([Cl:26])=[CH:22][CH:21]=3)[C:5]=2[N:6]=1.[CH3:29][O:30][C:31]1[N:36]=[CH:35][C:34](B(O)O)=[CH:33][CH:32]=1, predict the reaction product. The product is: [Cl:26][C:23]1[CH:24]=[CH:25][C:20]([CH:7]2[C:5]3[N:6]=[C:2]([C:34]4[CH:35]=[N:36][C:31]([O:30][CH3:29])=[CH:32][CH:33]=4)[N:3]([CH2:27][CH3:28])[C:4]=3[C:9](=[O:10])[N:8]2[C:11]2[CH:16]=[C:15]([CH3:17])[C:14](=[O:18])[N:13]([CH3:19])[CH:12]=2)=[CH:21][CH:22]=1. (5) The product is: [CH3:14][NH:15][C:11]([C:7]1[CH:8]=[C:9]2[C:4](=[CH:5][CH:6]=1)[NH:3][C:2](=[O:1])[CH2:10]2)=[O:13]. Given the reactants [O:1]=[C:2]1[CH2:10][C:9]2[C:4](=[CH:5][CH:6]=[C:7]([C:11]([OH:13])=O)[CH:8]=2)[NH:3]1.[CH3:14][N:15](C(ON1N=NC2C=CC=CC1=2)=[N+](C)C)C.[B-](F)(F)(F)F.C1C=C2N=NN(O)C2=CC=1.O.CCN(C(C)C)C(C)C.CN, predict the reaction product. (6) The product is: [C:1]([C:3]1[N:7]([CH:8]2[CH2:13][CH2:12][N:11]([C:14]([O:16][CH:17]([CH3:19])[CH3:18])=[O:15])[CH2:10][CH2:9]2)[N:6]=[CH:5][C:4]=1[CH2:20][NH:42][C:41]1[C:36]([CH3:35])=[N:37][C:38]([N:43]2[CH:47]=[N:46][CH:45]=[N:44]2)=[CH:39][CH:40]=1)#[N:2]. Given the reactants [C:1]([C:3]1[N:7]([CH:8]2[CH2:13][CH2:12][N:11]([C:14]([O:16][CH:17]([CH3:19])[CH3:18])=[O:15])[CH2:10][CH2:9]2)[N:6]=[CH:5][C:4]=1[CH2:20]OS(C)(=O)=O)#[N:2].C(N(CC)C(C)C)(C)C.[CH3:35][C:36]1[C:41]([NH2:42])=[CH:40][CH:39]=[C:38]([N:43]2[CH:47]=[N:46][CH:45]=[N:44]2)[N:37]=1, predict the reaction product. (7) Given the reactants [Br:1][C:2]1[CH:3]=[CH:4][C:5]([C:8]([NH:10][CH:11]([NH:16][C:17]2[CH:22]=[CH:21][C:20]([Cl:23])=[CH:19][CH:18]=2)[C:12]([Cl:15])([Cl:14])[Cl:13])=[O:9])=[N:6][CH:7]=1.C[OH:25], predict the reaction product. The product is: [C:8](=[O:9])=[O:25].[Br:1][C:2]1[CH:3]=[CH:4][C:5]([C:8]([NH:10][CH:11]([NH:16][C:17]2[CH:22]=[CH:21][C:20]([Cl:23])=[CH:19][CH:18]=2)[C:12]([Cl:14])([Cl:13])[Cl:15])=[O:9])=[N:6][CH:7]=1. (8) The product is: [F:37][C:31]1[C:32]([F:36])=[CH:33][CH:34]=[CH:35][C:30]=1[C:28]1[N:29]=[C:24]2[CH:23]=[N:22][N:21]([CH2:20][C:19]3[CH:18]=[CH:17][C:16]([C:7]4[CH:8]=[CH:9][C:4]([O:3][C:2]([F:14])([F:13])[F:1])=[CH:5][CH:6]=4)=[CH:39][CH:38]=3)[CH:26]=[C:25]2[N:27]=1. Given the reactants [F:1][C:2]([F:14])([F:13])[O:3][C:4]1[CH:9]=[CH:8][C:7](B(O)O)=[CH:6][CH:5]=1.Br[C:16]1[CH:39]=[CH:38][C:19]([CH2:20][N:21]2[CH:26]=[C:25]3[N:27]=[C:28]([C:30]4[CH:35]=[CH:34][CH:33]=[C:32]([F:36])[C:31]=4[F:37])[N:29]=[C:24]3[CH:23]=[N:22]2)=[CH:18][CH:17]=1, predict the reaction product. (9) Given the reactants [CH3:1][O:2][C:3](=[O:12])[C:4]1[CH:9]=[C:8](I)[CH:7]=[C:6]([Br:11])[CH:5]=1.C([O-])([O-])=O.[Cs+].[Cs+].CC1(C)C2C(=C(P(C3C=CC=CC=3)C3C=CC=CC=3)C=CC=2)OC2C(P(C3C=CC=CC=3)C3C=CC=CC=3)=CC=CC1=2.[NH:61]1[CH2:65][CH2:64][CH2:63][C:62]1=[O:66], predict the reaction product. The product is: [CH3:1][O:2][C:3](=[O:12])[C:4]1[CH:9]=[C:8]([N:61]2[CH2:65][CH2:64][CH2:63][C:62]2=[O:66])[CH:7]=[C:6]([Br:11])[CH:5]=1.